From a dataset of Full USPTO retrosynthesis dataset with 1.9M reactions from patents (1976-2016). Predict the reactants needed to synthesize the given product. Given the product [CH3:22][O:21][C:15]1[CH:14]=[C:13]([N:7]2[C:8](=[O:12])[CH:9]=[C:10]([OH:11])[C:5]([C:3]([NH2:27])=[O:2])=[N:6]2)[CH:18]=[CH:17][C:16]=1[O:19][CH3:20], predict the reactants needed to synthesize it. The reactants are: C[O:2][C:3]([C:5]1[C:10]([OH:11])=[CH:9][C:8](=[O:12])[N:7]([C:13]2[CH:18]=[CH:17][C:16]([O:19][CH3:20])=[C:15]([O:21][CH3:22])[CH:14]=2)[N:6]=1)=O.C(O)(=O)C.[NH3:27].